Dataset: Forward reaction prediction with 1.9M reactions from USPTO patents (1976-2016). Task: Predict the product of the given reaction. (1) Given the reactants [NH2:1][C:2]1[C:30]([Cl:31])=[CH:29][C:5]([C:6]([NH:8][C@H:9]2[CH2:14][CH2:13][N:12]([CH2:15][CH:16]3[CH2:21][CH2:20][N:19]([C:22](=[O:26])[CH:23]([CH3:25])[CH3:24])[CH2:18][CH2:17]3)[CH2:11][C@H:10]2[O:27][CH3:28])=[O:7])=[C:4]([O:32][CH3:33])[CH:3]=1, predict the reaction product. The product is: [ClH:31].[NH2:1][C:2]1[C:30]([Cl:31])=[CH:29][C:5]([C:6]([NH:8][C@H:9]2[CH2:14][CH2:13][N:12]([CH2:15][CH:16]3[CH2:17][CH2:18][N:19]([C:22](=[O:26])[CH:23]([CH3:25])[CH3:24])[CH2:20][CH2:21]3)[CH2:11][C@H:10]2[O:27][CH3:28])=[O:7])=[C:4]([O:32][CH3:33])[CH:3]=1. (2) Given the reactants [CH3:1][O:2][C:3](=[O:28])[CH2:4][CH2:5][CH2:6][CH2:7][CH2:8][NH:9][C:10]1[C:11]2[C:18]([C:19]3[CH:24]=[CH:23][C:22]([O:25][CH3:26])=[CH:21][CH:20]=3)=[C:17](Br)[O:16][C:12]=2[N:13]=[CH:14][N:15]=1.[F:29][C:30]1[CH:35]=[CH:34][CH:33]=[C:32]([O:36][CH3:37])[C:31]=1B(O)O.C(=O)([O-])[O-].[Na+].[Na+], predict the reaction product. The product is: [CH3:1][O:2][C:3](=[O:28])[CH2:4][CH2:5][CH2:6][CH2:7][CH2:8][NH:9][C:10]1[C:11]2[C:18]([C:19]3[CH:24]=[CH:23][C:22]([O:25][CH3:26])=[CH:21][CH:20]=3)=[C:17]([C:31]3[C:32]([O:36][CH3:37])=[CH:33][CH:34]=[CH:35][C:30]=3[F:29])[O:16][C:12]=2[N:13]=[CH:14][N:15]=1. (3) Given the reactants [Cl:1][C:2]1[CH:3]=[CH:4][C:5]2[S:9][C:8](=[O:10])[NH:7][C:6]=2[CH:11]=1.Br[CH2:13][C:14]1[CH:15]=[C:16]([C:20]2[N:24]=[C:23]([CH3:25])[O:22][N:21]=2)[CH:17]=[CH:18][CH:19]=1.C(=O)([O-])[O-].[K+].[K+].O, predict the reaction product. The product is: [Cl:1][C:2]1[CH:3]=[CH:4][C:5]2[S:9][C:8](=[O:10])[N:7]([CH2:13][C:14]3[CH:19]=[CH:18][CH:17]=[C:16]([C:20]4[N:24]=[C:23]([CH3:25])[O:22][N:21]=4)[CH:15]=3)[C:6]=2[CH:11]=1. (4) Given the reactants Br[C:2]1[CH:3]=[C:4]([S:8]([NH2:11])(=[O:10])=[O:9])[CH:5]=[N:6][CH:7]=1.[B:12]1([B:12]2[O:16][C:15]([CH3:18])([CH3:17])[C:14]([CH3:20])([CH3:19])[O:13]2)[O:16][C:15]([CH3:18])([CH3:17])[C:14]([CH3:20])([CH3:19])[O:13]1.C([O-])(=O)C.[K+], predict the reaction product. The product is: [CH3:19][C:14]1([CH3:20])[C:15]([CH3:18])([CH3:17])[O:16][B:12]([C:2]2[CH:3]=[C:4]([S:8]([NH2:11])(=[O:10])=[O:9])[CH:5]=[N:6][CH:7]=2)[O:13]1. (5) The product is: [Cl:2][C:3]1[CH:8]=[CH:7][N:6]=[CH:5][C:4]=1[CH:9]=[O:10]. Given the reactants Cl.[Cl:2][C:3]1[CH:8]=[CH:7][N:6]=[CH:5][CH:4]=1.[C:9]([O-])(O)=[O:10].[Na+].CCOCC.[Li+].CCC[CH2-].C(NC(C)C)(C)C.ClC1C=CN=CC=1.C(OCC)=O, predict the reaction product.